From a dataset of Forward reaction prediction with 1.9M reactions from USPTO patents (1976-2016). Predict the product of the given reaction. The product is: [CH3:7][N:8]([CH3:13])[S:9]([N:3]1[CH:4]=[CH:5][N:6]=[C:2]1[CH3:1])(=[O:11])=[O:10]. Given the reactants [CH3:1][C:2]1[NH:3][CH:4]=[CH:5][N:6]=1.[CH3:7][N:8]([CH3:13])[S:9](Cl)(=[O:11])=[O:10].C(N(CC)CC)C, predict the reaction product.